From a dataset of Peptide-MHC class II binding affinity with 134,281 pairs from IEDB. Regression. Given a peptide amino acid sequence and an MHC pseudo amino acid sequence, predict their binding affinity value. This is MHC class II binding data. (1) The peptide sequence is SARLRLLRDRLVEGV. The MHC is DRB1_0401 with pseudo-sequence DRB1_0401. The binding affinity (normalized) is 0.112. (2) The peptide sequence is FHVEKGSNPNYLALL. The MHC is HLA-DQA10301-DQB10302 with pseudo-sequence HLA-DQA10301-DQB10302. The binding affinity (normalized) is 0.180.